From a dataset of Full USPTO retrosynthesis dataset with 1.9M reactions from patents (1976-2016). Predict the reactants needed to synthesize the given product. (1) Given the product [Cl:1][C:2]1[C:3]([N+:13]([O-:15])=[O:14])=[C:4]2[C:9](=[CH:10][CH:11]=1)[C:8](=[O:12])[N:26]([C@H:27]([CH3:31])[C:28]([NH2:30])=[O:29])[CH:6]=[CH:5]2, predict the reactants needed to synthesize it. The reactants are: [Cl:1][C:2]1[C:3]([N+:13]([O-:15])=[O:14])=[C:4]2[C:9](=[CH:10][CH:11]=1)[C:8](=[O:12])O[CH:6]=[CH:5]2.CO.C(N(CC)CC)C.Cl.[NH2:26][C@H:27]([CH3:31])[C:28]([NH2:30])=[O:29]. (2) Given the product [CH3:29][N:15]([CH2:14][C@H:11]1[CH2:12][CH2:13][C@H:8]([CH2:7][O:6][CH2:5][CH2:4][CH2:3][CH2:2][N:30]2[CH2:35][CH2:34][CH2:33][CH2:32][CH2:31]2)[CH2:9][CH2:10]1)[S:16]([C:19]1[CH:24]=[CH:23][C:22]([C:25]([F:28])([F:27])[F:26])=[CH:21][CH:20]=1)(=[O:18])=[O:17], predict the reactants needed to synthesize it. The reactants are: Br[CH2:2][CH2:3][CH2:4][CH2:5][O:6][CH2:7][C@H:8]1[CH2:13][CH2:12][C@H:11]([CH2:14][N:15]([CH3:29])[S:16]([C:19]2[CH:24]=[CH:23][C:22]([C:25]([F:28])([F:27])[F:26])=[CH:21][CH:20]=2)(=[O:18])=[O:17])[CH2:10][CH2:9]1.[NH:30]1[CH2:35][CH2:34][CH2:33][CH2:32][CH2:31]1.